From a dataset of Catalyst prediction with 721,799 reactions and 888 catalyst types from USPTO. Predict which catalyst facilitates the given reaction. (1) Reactant: Cl[C:2]1[C:11]2[C:6](=[CH:7][C:8]([F:14])=[C:9]([O:12][CH3:13])[CH:10]=2)[N:5]=[CH:4][C:3]=1[C:15]#[N:16].[CH:17]1([NH2:22])[CH2:21][CH2:20][CH2:19][CH2:18]1. Product: [CH:17]1([NH:22][C:2]2[C:11]3[C:6](=[CH:7][C:8]([F:14])=[C:9]([O:12][CH3:13])[CH:10]=3)[N:5]=[CH:4][C:3]=2[C:15]#[N:16])[CH2:21][CH2:20][CH2:19][CH2:18]1. The catalyst class is: 486. (2) Reactant: [F:1][C:2]1[CH:19]=[CH:18][C:5]2[N+:6]([CH2:10][CH2:11][CH2:12][CH2:13][S:14]([O-:17])(=[O:16])=[O:15])=[C:7]([CH3:9])[O:8][C:4]=2[CH:3]=1.[Br-].[C:21]([CH2:24][C:25]1[CH:42]=[CH:41][C:28]([CH2:29][N+:30]2[C:34]3[CH:35]=[CH:36][C:37]([F:39])=[CH:38][C:33]=3[O:32][C:31]=2[CH3:40])=[CH:27][CH:26]=1)([OH:23])=[O:22].[CH:43](OCC)(OCC)OCC.CO. Product: [C:21]([CH2:24][C:25]1[CH:42]=[CH:41][C:28]([CH2:29][N:30]2[C:34]3[CH:35]=[CH:36][C:37]([F:39])=[CH:38][C:33]=3[O:32]/[C:31]/2=[CH:40]\[CH:43]=[CH:9]\[C:7]2[O:8][C:4]3[CH:3]=[C:2]([F:1])[CH:19]=[CH:18][C:5]=3[N+:6]=2[CH2:10][CH2:11][CH2:12][CH2:13][S:14]([O-:17])(=[O:16])=[O:15])=[CH:27][CH:26]=1)([OH:23])=[O:22]. The catalyst class is: 17. (3) Reactant: [C:1]([O:5][C:6]([N:8]1[CH2:13][CH2:12][C:11]([CH2:26][CH2:27][O:28][Si](C(C)(C)C)(C)C)([C:14]2[NH:18][N:17]=[C:16]([CH2:19][C:20]3[CH:25]=[CH:24][CH:23]=[CH:22][CH:21]=3)[CH:15]=2)[CH2:10][CH2:9]1)=[O:7])([CH3:4])([CH3:3])[CH3:2].[F-].C([N+](CCCC)(CCCC)CCCC)CCC.Cl. Product: [C:1]([O:5][C:6]([N:8]1[CH2:13][CH2:12][C:11]([CH2:26][CH2:27][OH:28])([C:14]2[NH:18][N:17]=[C:16]([CH2:19][C:20]3[CH:25]=[CH:24][CH:23]=[CH:22][CH:21]=3)[CH:15]=2)[CH2:10][CH2:9]1)=[O:7])([CH3:3])([CH3:4])[CH3:2]. The catalyst class is: 56.